The task is: Predict the product of the given reaction.. This data is from Forward reaction prediction with 1.9M reactions from USPTO patents (1976-2016). (1) Given the reactants [CH3:1][N:2]1[CH2:15][CH2:14][C:5]2[NH:6][C:7]3[CH:8]=[CH:9][C:10]([CH3:13])=[CH:11][C:12]=3[C:4]=2[CH2:3]1.[OH-].[K+].[CH3:18][C:19]1[CH:24]=[N:23][C:22]([CH:25]=[CH2:26])=[CH:21][N:20]=1, predict the reaction product. The product is: [CH3:1][N:2]1[CH2:15][CH2:14][C:5]2[N:6]([CH2:26][CH2:25][C:22]3[CH:21]=[N:20][C:19]([CH3:18])=[CH:24][N:23]=3)[C:7]3[CH:8]=[CH:9][C:10]([CH3:13])=[CH:11][C:12]=3[C:4]=2[CH2:3]1. (2) Given the reactants [F:1][C:2]1[CH:3]=[CH:4][C:5]([O:12]C)=[C:6]2[C:10]=1[NH:9][C:8](=[O:11])[CH2:7]2.Br, predict the reaction product. The product is: [F:1][C:2]1[CH:3]=[CH:4][C:5]([OH:12])=[C:6]2[C:10]=1[NH:9][C:8](=[O:11])[CH2:7]2. (3) Given the reactants [Cl:1][C:2]1[CH:9]=[CH:8][C:5]([CH2:6]Br)=[CH:4][CH:3]=1.[CH2:10]([O:12][C:13](=[O:34])[C:14]1[CH:19]=[CH:18][N:17]=[C:16]([N:20]2[C:24]([CH3:25])=[CH:23][CH:22]=[C:21]2[C:26]2[CH:31]=[C:30]([Cl:32])[CH:29]=[CH:28][C:27]=2[OH:33])[CH:15]=1)[CH3:11].C([O-])([O-])=O.[K+].[K+], predict the reaction product. The product is: [CH2:10]([O:12][C:13](=[O:34])[C:14]1[CH:19]=[CH:18][N:17]=[C:16]([N:20]2[C:24]([CH3:25])=[CH:23][CH:22]=[C:21]2[C:26]2[CH:31]=[C:30]([Cl:32])[CH:29]=[CH:28][C:27]=2[O:33][CH2:6][C:5]2[CH:8]=[CH:9][C:2]([Cl:1])=[CH:3][CH:4]=2)[CH:15]=1)[CH3:11]. (4) Given the reactants [Cl:1][C:2]1[CH:10]=[CH:9][CH:8]=[C:7]([Cl:11])[C:3]=1[C:4]([OH:6])=[O:5].[F-].[K+].[CH3:14][N:15]1[C:23]2[C:18](=[CH:19][CH:20]=[CH:21][CH:22]=2)[C:17]([CH3:24])=[C:16]1[C:25]([NH:27][C@H:28]([C:32]([NH:34][CH:35]([C:44](=[O:47])[CH2:45]Br)[CH2:36][C:37]([O:39][C:40]([CH3:43])([CH3:42])[CH3:41])=[O:38])=[O:33])[CH:29]([CH3:31])[CH3:30])=[O:26], predict the reaction product. The product is: [CH3:14][N:15]1[C:23]2[C:18](=[CH:19][CH:20]=[CH:21][CH:22]=2)[C:17]([CH3:24])=[C:16]1[C:25]([NH:27][C@H:28]([C:32]([NH:34][CH:35]([C:44](=[O:47])[CH2:45][O:5][C:4](=[O:6])[C:3]1[C:2]([Cl:1])=[CH:10][CH:9]=[CH:8][C:7]=1[Cl:11])[CH2:36][C:37]([O:39][C:40]([CH3:43])([CH3:42])[CH3:41])=[O:38])=[O:33])[CH:29]([CH3:31])[CH3:30])=[O:26]. (5) Given the reactants [CH3:1][O:2][C:3]1[C:8]([C:9]#[C:10][C:11]2[CH:12]=[N:13][C:14]([NH2:17])=[N:15][CH:16]=2)=[CH:7][CH:6]=[CH:5][C:4]=1[N+:18]([O-])=O.O.CO.CCOC(C)=O.C(=O)([O-])[O-].[K+].[K+], predict the reaction product. The product is: [NH2:18][C:4]1[CH:5]=[CH:6][CH:7]=[C:8]([C:9]#[C:10][C:11]2[CH:16]=[N:15][C:14]([NH2:17])=[N:13][CH:12]=2)[C:3]=1[O:2][CH3:1]. (6) The product is: [C:24]([O:28][C:29]([N:31]1[CH2:36][CH2:35][CH:34]([C:37](=[O:42])[C:7]2[CH:6]=[C:5]([C:8]([F:9])([F:10])[F:11])[CH:4]=[CH:3][C:2]=2[F:1])[CH2:33][CH2:32]1)=[O:30])([CH3:27])([CH3:26])[CH3:25]. Given the reactants [F:1][C:2]1[CH:7]=[CH:6][C:5]([C:8]([F:11])([F:10])[F:9])=[CH:4][CH:3]=1.CC(O)C.C(=O)=O.C([Li])CCC.[C:24]([O:28][C:29]([N:31]1[CH2:36][CH2:35][CH:34]([C:37](=[O:42])N(OC)C)[CH2:33][CH2:32]1)=[O:30])([CH3:27])([CH3:26])[CH3:25], predict the reaction product. (7) Given the reactants [F:1][C:2]1[CH:3]=[CH:4][C:5]([O:14][CH3:15])=[C:6]([C:8]([CH3:13])([CH3:12])[CH2:9][CH:10]=[O:11])[CH:7]=1.[F:16][C:17]([Si](C)(C)C1C=CC=CC=1)=[CH2:18].[F-].C([N+](CCCC)(CCCC)CCCC)CCC.[F-].[Cs+], predict the reaction product. The product is: [F:16][C:17]([CH:10]([OH:11])[CH2:9][C:8]([C:6]1[CH:7]=[C:2]([F:1])[CH:3]=[CH:4][C:5]=1[O:14][CH3:15])([CH3:12])[CH3:13])=[CH2:18]. (8) Given the reactants [NH2:1][C:2]1[S:3][C:4]([CH2:11][CH3:12])=[CH:5][C:6]=1[C:7]([O:9]C)=O.ClC(Cl)(O[C:17](=[O:23])OC(Cl)(Cl)Cl)Cl.C(N(CC)CC)C.[NH2:32][C:33]1[CH:38]=[CH:37][CH:36]=[CH:35][CH:34]=1, predict the reaction product. The product is: [CH2:11]([C:4]1[S:3][C:2]2[NH:1][C:17](=[O:23])[N:32]([C:33]3[CH:38]=[CH:37][CH:36]=[CH:35][CH:34]=3)[C:7](=[O:9])[C:6]=2[CH:5]=1)[CH3:12].